This data is from Forward reaction prediction with 1.9M reactions from USPTO patents (1976-2016). The task is: Predict the product of the given reaction. (1) Given the reactants [CH3:1][C:2]([O-])(C)C.[K+].C1C[O:10]CC1.[NH:12]1[C:20]2[C:15](=[CH:16][CH:17]=[CH:18][CH:19]=2)[C:14]([CH2:21][C:22]([NH2:24])=[O:23])=[CH:13]1.CO[C:27](=O)[C:28]([C:30]1[CH:31]=[CH:32][CH:33]=[C:34]2[C:38]=1[N:37](CC)[CH:36]=[CH:35]2)=O.Cl, predict the reaction product. The product is: [CH2:1]([N:24]1[C:22](=[O:23])[C:21]2[C:28]([C:30]3[C:31](=[CH:32][CH2:33][C:34]4[C:38]=3[N:37]=[CH:36][CH:35]=4)[C:13]3[C:14]=2[C:15]2[CH2:16][C:17](=[O:10])[CH:18]=[CH:19][C:20]=2[N:12]=3)=[CH:27]1)[CH3:2]. (2) Given the reactants [Cl:1][C:2]1[CH:7]=[CH:6][C:5]([CH2:8][C:9]2[C:18]3[C:13](=[CH:14][CH:15]=[CH:16][CH:17]=3)[C:12](=[O:19])[N:11]([CH2:20][C@H:21]3[CH2:25][CH2:24][CH2:23][N:22]3C(OC(C)(C)C)=O)[N:10]=2)=[CH:4][CH:3]=1.Cl.FC(F)(F)C(O)=O, predict the reaction product. The product is: [Cl:1][C:2]1[CH:7]=[CH:6][C:5]([CH2:8][C:9]2[C:18]3[C:13](=[CH:14][CH:15]=[CH:16][CH:17]=3)[C:12](=[O:19])[N:11]([CH2:20][C@H:21]3[CH2:25][CH2:24][CH2:23][NH:22]3)[N:10]=2)=[CH:4][CH:3]=1. (3) Given the reactants C(O)(C(F)(F)F)=O.C(Cl)Cl.[CH3:11][O:12][C:13]1[CH:42]=[CH:41][C:16]([C:17]([NH:19][C:20](=[S:40])[NH:21][C:22]2[S:32][C:25]3[CH2:26][O:27][C:28]([CH3:31])([CH3:30])[CH2:29][C:24]=3[C:23]=2[C:33]([O:35]C(C)(C)C)=[O:34])=[O:18])=[CH:15][CH:14]=1, predict the reaction product. The product is: [CH3:11][O:12][C:13]1[CH:42]=[CH:41][C:16]([C:17]([NH:19][C:20](=[S:40])[NH:21][C:22]2[S:32][C:25]3[CH2:26][O:27][C:28]([CH3:31])([CH3:30])[CH2:29][C:24]=3[C:23]=2[C:33]([OH:35])=[O:34])=[O:18])=[CH:15][CH:14]=1. (4) Given the reactants [Cl:1][C:2]1[CH:7]=[C:6]([N+:8]([O-])=O)[CH:5]=[C:4]([Cl:11])[C:3]=1[F:12].C([O-])=O.[NH4+], predict the reaction product. The product is: [Cl:1][C:2]1[CH:7]=[C:6]([NH2:8])[CH:5]=[C:4]([Cl:11])[C:3]=1[F:12]. (5) Given the reactants [C:1]1([CH2:7][CH2:8][NH:9][S:10]([NH:13]C(=O)OCC2C=CC=CC=2)(=[O:12])=[O:11])[CH:6]=[CH:5][CH:4]=[CH:3][CH:2]=1, predict the reaction product. The product is: [C:1]1([CH2:7][CH2:8][NH:9][S:10]([NH2:13])(=[O:12])=[O:11])[CH:2]=[CH:3][CH:4]=[CH:5][CH:6]=1. (6) Given the reactants [Cl:1][C:2]1[N:3]=[C:4]([N:12]2[CH2:16][CH2:15][C@H:14]([NH:17]C(=O)OC(C)(C)C)[CH2:13]2)[C:5]2[N:11]=[CH:10][CH:9]=[CH:8][C:6]=2[N:7]=1.[NH2:25][C:26]1[CH:27]=[C:28]([CH:31]=[C:32]([NH2:34])[CH:33]=1)[C:29]#[N:30].C(=O)([O-])[O-].[Cs+].[Cs+], predict the reaction product. The product is: [ClH:1].[ClH:1].[NH2:25][C:26]1[CH:27]=[C:28]([CH:31]=[C:32]([NH:34][C:2]2[N:3]=[C:4]([N:12]3[CH2:16][CH2:15][C@H:14]([NH2:17])[CH2:13]3)[C:5]3[N:11]=[CH:10][CH:9]=[CH:8][C:6]=3[N:7]=2)[CH:33]=1)[C:29]#[N:30]. (7) Given the reactants [NH2:1][C:2]1[N:12]=[C:11]2[C:5]([N:6]([CH3:19])[C:7](=[O:18])[CH2:8][CH2:9][N:10]2[CH:13]2[CH2:17][CH2:16][CH2:15][CH2:14]2)=[CH:4][N:3]=1.N[C:21]1[CH:29]=[CH:28][C:24]([C:25]([OH:27])=[O:26])=[CH:23][C:22]=1[O:30][CH2:31][CH3:32].O.Cl, predict the reaction product. The product is: [CH:13]1([N:10]2[CH2:9][CH2:8][C:7](=[O:18])[N:6]([CH3:19])[C:5]3[C:11]2=[N:12][C:2]([NH:1][C:21]2[CH:29]=[CH:28][C:24]([C:25]([OH:27])=[O:26])=[CH:23][C:22]=2[O:30][CH2:31][CH3:32])=[N:3][CH:4]=3)[CH2:17][CH2:16][CH2:15][CH2:14]1.